From a dataset of Drug-target binding data from BindingDB using Ki measurements. Regression. Given a target protein amino acid sequence and a drug SMILES string, predict the binding affinity score between them. We predict pKi (pKi = -log10(Ki in M); higher means stronger inhibition). Dataset: bindingdb_ki. (1) The compound is NC1C=CC(C(=O)O)C1. The target protein (P80147) has sequence MASVLLTRRLACSFRHNHRLLVPGWRHISQAAAKVDVEFDYDGPLMKTEVPGPRSRELMKQLNIIQNAEAVHFFCNYEESRGNYLVDVDGNRMLDLYSQISSIPIGYSHPALVKLVQQPQNVSTFINRPALGILPPENFVEKLRESLLSVAPKGMSQLITMACGSCSNENAFKTIFMWYRSKERGQSAFSKEELETCMINQAPGCPDYSILSFMGAFHGRTMGCLATTHSKAIHKIDIPSFDWPIAPFPRLKYPLEEFVKENQQEEARCLEEVEDLIVKYRKKKKTVAGIIVEPIQSEGGDNHASDDFFRKLRDISRKHGCAFLVDEVQTGGGSTGKFWAHEHWGLDDPADVMTFSKKMMTGGFFHKEEFRPNAPYRIFNTWLGDPSKNLLLAEVINIIKREDLLSNAAHAGKVLLTGLLDLQARYPQFISRVRGRGTFCSFDTPDESIRNKLISIARNKGVMLGGCGDKSIRFRPTLVFRDHHAHLFLNIFSDILADFK.... The pKi is 3.2. (2) The compound is NC(=O)C1OC(CO)C(O)C(O)C1O. The target protein (P11217) has sequence MSRPLSDQEKRKQISVRGLAGVENVTELKKNFNRHLHFTLVKDRNVATPRDYYFALAHTVRDHLVGRWIRTQQHYYEKDPKRIYYLSLEFYMGRTLQNTMVNLALENACDEATYQLGLDMEELEEIEEDAGLGNGGLGRLAACFLDSMATLGLAAYGYGIRYEFGIFNQKISGGWQMEEADDWLRYGNPWEKARPEFTLPVHFYGHVEHTSQGAKWVDTQVVLAMPYDTPVPGYRNNVVNTMRLWSAKAPNDFNLKDFNVGGYIQAVLDRNLAENISRVLYPNDNFFEGKELRLKQEYFVVAATLQDIIRRFKSSKFGCRDPVRTNFDAFPDKVAIQLNDTHPSLAIPELMRILVDLERMDWDKAWDVTVRTCAYTNHTVLPEALERWPVHLLETLLPRHLQIIYEINQRFLNRVAAAFPGDVDRLRRMSLVEEGAVKRINMAHLCIAGSHAVNGVARIHSEILKKTIFKDFYELEPHKFQNKTNGITPRRWLVLCNPGL.... The pKi is 3.4. (3) The small molecule is O=C(O)c1cc(C(=O)O)c2cc(-c3ccc(-c4ccccc4)cc3)ccc2n1. The target protein (Q7TSF2) has sequence MPFNAFDTFKEKILKPGKEGVKNAVGDSLGILQRKLDGTNEEGDAIELSEEGRPVQTSRARAPVCDCSCCGIPKRYIIAVMSGLGFCISFGIRCNLGVAIVEMVNNSTVYVDGKPEIQTAQFNWDPETVGLIHGSFFWGYIVTQIPGGFISNKFAANRVFGAAIFLTSTLNMFIPSAARVHYGCVMCVRILQGLVEGVTYPACHGMWSKWAPPLERSRLATTSFCGSYAGAVVAMPLAGVLVQYIGWASVFYIYGMFGIIWYMFWLLQAYECPAVHPTISNEERTYIETSIGEGANLASLSKFNTPWRRFFTSLPVYAIIVANFCRSWTFYLLLISQPAYFEEVFGFAISKVGLLSAVPHMVMTIVVPIGGQLADYLRSRKILTTTAVRKIMNCGGFGMEATLLLVVGFSHTKGVAISFLVLAVGFSGFAISGFNVNHLDIAPRYASILMGISNGVGTLSGMVCPLIVGAMTKHKTREEWQNVFLIAALVHYSGVIFYGV.... The pKi is 4.0. (4) The small molecule is C[C@@H](O)[C@H](N)C(=O)NS(=O)(=O)c1cccc(-c2ccc3c(N)ncnc3c2)c1. The target protein (P26639) has sequence MFEEKASSPSGKMGGEEKPIGAGEEKQKEGGKKKNKEGSGDGGRAELNPWPEYIYTRLEMYNILKAEHDSILAEKAEKDSKPIKVTLPDGKQVDAESWKTTPYQIACGISQGLADNTVIAKVNNVVWDLDRPLEEDCTLELLKFEDEEAQAVYWHSSAHIMGEAMERVYGGCLCYGPPIENGFYYDMYLEEGGVSSNDFSSLEALCKKIIKEKQAFERLEVKKETLLAMFKYNKFKCRILNEKVNTPTTTVYRCGPLIDLCRGPHVRHTGKIKALKIHKNSSTYWEGKADMETLQRIYGISFPDPKMLKEWEKFQEEAKNRDHRKIGRDQELYFFHELSPGSCFFLPKGAYIYNALIEFIRSEYRKRGFQEVVTPNIFNSRLWMTSGHWQHYSENMFSFEVEKELFALKPMNCPGHCLMFDHRPRSWRELPLRLADFGVLHRNELSGALTGLTRVRRFQQDDAHIFCAMEQIEDEIKGCLDFLRTVYSVFGFSFKLNLST.... The pKi is 8.5. (5) The small molecule is C[S+](CCC(C)(N)C(=O)O)C[C@H]1O[C@@H](n2cnc3c(N)ncnc32)[C@H](O)[C@@H]1O.[I-]. The target protein (P17708) has sequence MEAAHFFEGTEKLLEVWFSRQQSDASQGSGDLRTIPRSEWDVLLKDVQCSIISVTKTDKQEAYVLSESSMFVSKRRFILKTCGTTLLLKALVPLLKLARDYSGFDSIQSFFYSRKNFMKPSHQGYPHRNFQEEIEFLNAIFPNGAAYCMGRMNSDCWYLYTLDLPESRVINQPDQTLEILMSELDPAVMDQFYMKDGVTAKDVTRESGIRDLIPGSVIDATLFNPCGYSMNGMKSDGTYWTIHITPEPEFSYVSFETNLSQTSYDDLIRKVVEVFKPGKFVTTLFVNQSSKCRTVLSSPQKIDGFKRLDCQSAMFNDYNFVFTSFAKKQQQQS. The pKi is 3.7. (6) The small molecule is CC(C)(C)c1ccc(S(=O)(=O)Nc2cccc(S(N)(=O)=O)c2)cc1. The target protein sequence is MKKTFLIALALTASLIGAENTKWDYKNKENGPHRWDKLHKDFEVCKSGKSQSPINIEHYYHTQDKADLQFKYAASKPKAVFFTHHTLKASFEPTNHINYRGHDYVLDNVHFHAPMEFLINNKTRPLSAHFVHKDAKGRLLVLAIGFEEGKENPNLDPILEGIQKKQNLKEVALDAFLPKSINYYHFNGSLTAPPCTEGVAWFVIEEPLEVSAKQLAEIKKRMKNSPNQRPVQPDYNTVIIKSSAETR. The pKi is 6.5. (7) The compound is NC(CC(=O)OCc1ccccc1)(CC(=O)OCc1ccccc1)C(=O)OCc1ccccc1. The target protein (P14489) has sequence MKTFAAYVIIACLSSTALAGSITENTSWNKEFSAEAVNGVFVLCKSSSKSCATNDLARASKEYLPASTFKIPNAIIGLETGVIKNEHQVFKWDGKPRAMKQWERDLTLRGAIQVSAVPVFQQIAREVGEVRMQKYLKKFSYGNQNISGGIDKFWLEGQLRISAVNQVEFLESLYLNKLSASKENQLIVKEALVTEAAPEYLVHSKTGFSGVGTESNPGVAWWVGWVEKETEVYFFAFNMDIDNESKLPLRKSIPTKIMESEGIIGG. The pKi is 4.0. (8) The pKi is 10.0. The target protein sequence is MKIGIIGAMEEEVTLLRDKIEKRQTISLGGCEIYTGQLNGTEVALLKSGIGKVAAALGATLLLEHCKPDVIINTGSAGGLAPTLKVGDIVVSDEARYHDADVTAFGYEYGQLPGCPAGFKADDKLIAAAEACIAELNLNAVRGLIVSGDAFINGSVGLAKIRHNFPQAIAVEMEATAIAHVCHNFNVPFVVVRAISDVADQQSHLSFDEFLAVAAKQSSLMVESLVQKLAHG. The drug is CSC[C@H]1CN(Cc2c[nH]c3c(N)ncnc23)C[C@@H]1O. (9) The compound is CC(O)C(C)OC(=O)[C@@H]1C[C@@H]2c3cccc4c3c(cn4C)C[C@H]2N(C)C1. The target protein (P50128) has sequence MDILCEENTSLSSTTNSLMQLNEDTRLYSNDFNSGEANTSDAFNWTVESENRTNLSCEGCLSPSCLSLLHLQEKNWSALLTAVVIILTIAGNILVIMAVSLEKKLQNATNYFLMSLAIADMLLGFLVMPVSMLTILYGYRWPLPSKLCAVWIYLDVLFSTASIMHLCAISLDRYVAIQNPIHHSRFNSRTKAFLKIIAVWTISVGISMPIPVFGLQDDSKVFKEGSCLLADDNFVLIGSFVSFFIPLTIMVITYFLTIKSLQKEATLCVSDLGTRAKLASFSFLPQSSLSSEKLFQRSIHRDPGSYTGRRTMQSISNEQKACKVLGIVFFLFVVMWCPFFITNIMAVICKESCNEDVIGALLNVFVWIGYLSSAVNPLVYTLFNKTYRSAFSRYIQCQYKENKKPLQLILVNTIPALAYKSSQLQMGQKKNSKQDAKTTDNDCSMVALGKQHSEDASKDNSDGVNEKVSCV. The pKi is 7.2.